Dataset: Catalyst prediction with 721,799 reactions and 888 catalyst types from USPTO. Task: Predict which catalyst facilitates the given reaction. Reactant: [Br:1][C:2]1[S:3][C:4]([C:7]2[C:8]3[CH:15]=[CH:14][N:13](COCC[Si](C)(C)C)[C:9]=3[N:10]=[CH:11][N:12]=2)=[CH:5][N:6]=1. Product: [Br:1][C:2]1[S:3][C:4]([C:7]2[C:8]3[CH:15]=[CH:14][NH:13][C:9]=3[N:10]=[CH:11][N:12]=2)=[CH:5][N:6]=1. The catalyst class is: 157.